This data is from Full USPTO retrosynthesis dataset with 1.9M reactions from patents (1976-2016). The task is: Predict the reactants needed to synthesize the given product. (1) Given the product [CH3:26][C:25]1[O:24][C:23]([C:27]2[CH:28]=[CH:29][CH:30]=[CH:31][CH:32]=2)=[N:22][C:21]=1[CH2:20][O:19][C:16]1[CH:17]=[CH:18][C:13]([O:12][CH2:11][C:10]2[O:9][C:8]([C:33]3[CH:34]=[CH:35][CH:36]=[CH:37][CH:38]=3)=[N:7][C:6]=2[CH2:5][OH:4])=[CH:14][CH:15]=1, predict the reactants needed to synthesize it. The reactants are: COC[O:4][CH2:5][C:6]1[N:7]=[C:8]([C:33]2[CH:38]=[CH:37][CH:36]=[CH:35][CH:34]=2)[O:9][C:10]=1[CH2:11][O:12][C:13]1[CH:18]=[CH:17][C:16]([O:19][CH2:20][C:21]2[N:22]=[C:23]([C:27]3[CH:32]=[CH:31][CH:30]=[CH:29][CH:28]=3)[O:24][C:25]=2[CH3:26])=[CH:15][CH:14]=1.Cl.O1CCCC1. (2) The reactants are: [Br-].[CH3:2][O:3][C:4]([CH2:6][P+](C1C=CC=CC=1)(C1C=CC=CC=1)C1C=CC=CC=1)=[O:5].[H-].[Na+].[N+:28]([C:31]1[CH:32]=[C:33]([CH:36]=[CH:37][C:38]=1[N:39]1[CH2:44][CH2:43][NH:42][CH2:41][CH2:40]1)[CH:34]=O)([O-:30])=[O:29]. Given the product [N+:28]([C:31]1[CH:32]=[C:33]([CH:34]=[CH:6][C:4]([O:3][CH3:2])=[O:5])[CH:36]=[CH:37][C:38]=1[N:39]1[CH2:44][CH2:43][NH:42][CH2:41][CH2:40]1)([O-:30])=[O:29], predict the reactants needed to synthesize it.